Dataset: Reaction yield outcomes from USPTO patents with 853,638 reactions. Task: Predict the reaction yield, written as a fraction of the theoretical maximum amount of product (1.0 means a 100% yield; for example, 0.34 means a 34% yield). (1) The reactants are [Br:1][C:2]1[CH:7]=[CH:6][C:5]([C@@H:8]([N:10]2[CH2:15][CH2:14][C@:13]([CH2:23][CH:24]([CH3:27])[C:25]#[N:26])([C:16]3[CH:21]=[CH:20][C:19]([F:22])=[CH:18][CH:17]=3)[O:12][C:11]2=[O:28])[CH3:9])=[CH:4][CH:3]=1.CI.[Li+].[CH3:32][Si]([N-][Si](C)(C)C)(C)C. The catalyst is C1COCC1. The product is [Br:1][C:2]1[CH:7]=[CH:6][C:5]([C@@H:8]([N:10]2[CH2:15][CH2:14][C@:13]([CH2:23][C:24]([CH3:32])([CH3:27])[C:25]#[N:26])([C:16]3[CH:21]=[CH:20][C:19]([F:22])=[CH:18][CH:17]=3)[O:12][C:11]2=[O:28])[CH3:9])=[CH:4][CH:3]=1. The yield is 0.740. (2) The reactants are [C:1]([O:5][C:6]([C@@H:8]([CH2:12][N:13]([CH:19]1[CH2:21][CH2:20]1)[CH2:14][CH2:15][CH2:16][CH:17]=[CH2:18])[C:9]([OH:11])=O)=[O:7])([CH3:4])([CH3:3])[CH3:2].Cl.[OH:23][C@@H:24]1[CH2:28][C@@H:27]([C:29]([NH:31][C@:32]2([C:37]([O:39][CH2:40][CH3:41])=[O:38])[CH2:34][C@H:33]2[CH:35]=[CH2:36])=[O:30])[NH:26][CH2:25]1.CN1CCOCC1.CN(C(ON1N=NC2C=CC=NC1=2)=[N+](C)C)C.F[P-](F)(F)(F)(F)F. The catalyst is C(Cl)Cl.C(OCC)(=O)C.C(OCC)(=O)C.CCCCCC. The product is [C:1]([O:5][C:6]([C@@H:8]([CH2:12][N:13]([CH:19]1[CH2:21][CH2:20]1)[CH2:14][CH2:15][CH2:16][CH:17]=[CH2:18])[C:9]([N:26]1[C@H:27]([C:29]([NH:31][C@:32]2([C:37]([O:39][CH2:40][CH3:41])=[O:38])[CH2:34][C@H:33]2[CH:35]=[CH2:36])=[O:30])[CH2:28][C@@H:24]([OH:23])[CH2:25]1)=[O:11])=[O:7])([CH3:2])([CH3:3])[CH3:4]. The yield is 0.580. (3) The product is [OH:1][C:2]1[C:11]2[C:6](=[CH:7][CH:8]=[CH:9][CH:10]=2)[N:5]([CH2:12][CH2:13][CH:14]([CH3:16])[CH3:15])[C:4](=[O:17])[C:3]=1[C:18]1[NH:23][C:22]2[CH:24]=[CH:25][C:26]([O:28][CH2:38][C:39]#[N:40])=[CH:27][C:21]=2[S:20](=[O:29])(=[O:30])[N:19]=1. The reactants are [OH:1][C:2]1[C:11]2[C:6](=[CH:7][CH:8]=[CH:9][CH:10]=2)[N:5]([CH2:12][CH2:13][CH:14]([CH3:16])[CH3:15])[C:4](=[O:17])[C:3]=1[C:18]1[NH:23][C:22]2[CH:24]=[CH:25][C:26]([OH:28])=[CH:27][C:21]=2[S:20](=[O:30])(=[O:29])[N:19]=1.C(=O)([O-])[O-].[K+].[K+].Br[CH2:38][C:39]#[N:40].Cl. The catalyst is O.CN(C=O)C. The yield is 0.480. (4) The reactants are Br[C:2]1[C:7]([Cl:8])=[CH:6][C:5]([NH:9][C:10]2[N:14]=[C:13]([NH2:15])[NH:12][N:11]=2)=[CH:4][C:3]=1[Cl:16].CC1(C)C(C)(C)OB([C:25]2[CH:43]=[CH:42][C:28]([O:29][C@H:30]3[CH2:34][CH2:33][N:32]([C:35]([O:37][C:38]([CH3:41])([CH3:40])[CH3:39])=[O:36])[CH2:31]3)=[CH:27][CH:26]=2)O1.O1CCOCC1.O.C(=O)([O-])[O-].[K+].[K+]. The catalyst is [Pd].C1(P(C2C=CC=CC=2)C2C=CC=CC=2)C=CC=CC=1.C1(P(C2C=CC=CC=2)C2C=CC=CC=2)C=CC=CC=1.C1(P(C2C=CC=CC=2)C2C=CC=CC=2)C=CC=CC=1.C1(P(C2C=CC=CC=2)C2C=CC=CC=2)C=CC=CC=1.C(Cl)Cl.CO. The product is [C:38]([O:37][C:35]([N:32]1[CH2:33][CH2:34][C@H:30]([O:29][C:28]2[CH:42]=[CH:43][C:25]([C:2]3[C:7]([Cl:8])=[CH:6][C:5]([NH:9][C:10]4[N:14]=[C:13]([NH2:15])[NH:12][N:11]=4)=[CH:4][C:3]=3[Cl:16])=[CH:26][CH:27]=2)[CH2:31]1)=[O:36])([CH3:41])([CH3:39])[CH3:40]. The yield is 0.169. (5) The reactants are [P:1]([O-:40])([O-:39])([O:3][C:4](C(C)(C)C)(C(C)(C)C)[N:5]1[CH:10]=[CH:9][C:8]([NH:11][C:12](=[O:29])[C:13]2[CH:18]=[CH:17][C:16]([Cl:19])=[CH:15][C:14]=2[O:20][C:21]2[CH:26]=[CH:25][C:24]([F:27])=[CH:23][C:22]=2[CH3:28])=[CH:7][C:6]1=[O:30])=[O:2].CC(O)=O. The catalyst is CC#N.O. The product is [P:1]([OH:40])([OH:39])([O:3][CH2:4][N:5]1[CH:10]=[CH:9][C:8]([NH:11][C:12](=[O:29])[C:13]2[CH:18]=[CH:17][C:16]([Cl:19])=[CH:15][C:14]=2[O:20][C:21]2[CH:26]=[CH:25][C:24]([F:27])=[CH:23][C:22]=2[CH3:28])=[CH:7][C:6]1=[O:30])=[O:2]. The yield is 0.435. (6) The yield is 0.790. The product is [Br:24][C:22]1[N:23]=[C:18]([NH:1][C:2]2[CH:3]=[CH:4][C:5]([CH:8]3[C:9](=[O:16])[NH:10][CH2:11][CH2:12][N:13]3[CH2:14][CH3:15])=[CH:6][CH:7]=2)[C:19](=[O:26])[N:20]([CH2:25][CH3:27])[CH:21]=1. The reactants are [NH2:1][C:2]1[CH:7]=[CH:6][C:5]([CH:8]2[N:13]([CH2:14][CH3:15])[CH2:12][CH2:11][NH:10][C:9]2=[O:16])=[CH:4][CH:3]=1.Br[C:18]1[C:19](=[O:26])[N:20]([CH3:25])[CH:21]=[C:22]([Br:24])[N:23]=1.[CH3:27]C1(C)[C@]2(CS(O)(=O)=O)C(C[C@H]1CC2)=O. The catalyst is C(O)(C)C.